Dataset: NCI-60 drug combinations with 297,098 pairs across 59 cell lines. Task: Regression. Given two drug SMILES strings and cell line genomic features, predict the synergy score measuring deviation from expected non-interaction effect. (1) Drug 1: C1=NC(=NC(=O)N1C2C(C(C(O2)CO)O)O)N. Drug 2: C(CCl)NC(=O)N(CCCl)N=O. Cell line: SF-295. Synergy scores: CSS=14.2, Synergy_ZIP=-3.44, Synergy_Bliss=2.96, Synergy_Loewe=-2.01, Synergy_HSA=0.353. (2) Drug 1: CC1=C(C(CCC1)(C)C)C=CC(=CC=CC(=CC(=O)O)C)C. Drug 2: CN1C(=O)N2C=NC(=C2N=N1)C(=O)N. Cell line: A498. Synergy scores: CSS=0.481, Synergy_ZIP=0.970, Synergy_Bliss=1.82, Synergy_Loewe=-0.328, Synergy_HSA=-0.907. (3) Drug 1: CNC(=O)C1=CC=CC=C1SC2=CC3=C(C=C2)C(=NN3)C=CC4=CC=CC=N4. Drug 2: CN(C)C1=NC(=NC(=N1)N(C)C)N(C)C. Cell line: SN12C. Synergy scores: CSS=5.31, Synergy_ZIP=-0.971, Synergy_Bliss=1.58, Synergy_Loewe=-21.0, Synergy_HSA=0.700.